Dataset: Reaction yield outcomes from USPTO patents with 853,638 reactions. Task: Predict the reaction yield, written as a fraction of the theoretical maximum amount of product (1.0 means a 100% yield; for example, 0.34 means a 34% yield). (1) The reactants are [Br:1][C:2]1[N:3]=[C:4]([CH:14]2[CH2:19][CH2:18][N:17]([C:20]([O:22][C:23]([CH3:26])([CH3:25])[CH3:24])=[O:21])[CH2:16][CH2:15]2)[N:5]([CH2:7][CH2:8]OS(C)(=O)=O)[CH:6]=1.CN(C)C=O.[NH:32]1[CH2:36][CH2:35][CH2:34][CH2:33]1. The catalyst is C(OCC)(=O)C. The product is [Br:1][C:2]1[N:3]=[C:4]([CH:14]2[CH2:19][CH2:18][N:17]([C:20]([O:22][C:23]([CH3:26])([CH3:25])[CH3:24])=[O:21])[CH2:16][CH2:15]2)[N:5]([CH2:7][CH2:8][N:32]2[CH2:36][CH2:35][CH2:34][CH2:33]2)[CH:6]=1. The yield is 0.980. (2) The reactants are COC1C=CC(C[N:8]2[C:16]([CH3:18])([CH3:17])[C:15]3[C:10](=[CH:11][CH:12]=[C:13]([C:19]#[N:20])[CH:14]=3)[C:9]2=[O:21])=CC=1.O=[N+]([O-])[O-].[O-][N+](=O)[O-].[O-][N+](=O)[O-].[O-][N+](=O)[O-].[O-][N+](=O)[O-].[O-][N+](=O)[O-].[Ce+4].[NH4+].[NH4+]. The catalyst is CC#N.O. The product is [CH3:17][C:16]1([CH3:18])[C:15]2[C:10](=[CH:11][CH:12]=[C:13]([C:19]#[N:20])[CH:14]=2)[C:9](=[O:21])[NH:8]1. The yield is 0.498.